This data is from Full USPTO retrosynthesis dataset with 1.9M reactions from patents (1976-2016). The task is: Predict the reactants needed to synthesize the given product. (1) Given the product [OH:12][N:13]1[C:19](=[O:20])[N:18]2[CH2:21][C@H:14]1[CH2:15][CH2:16][C@H:17]2[C:22]1[O:26][N:25]=[CH:24][N:23]=1, predict the reactants needed to synthesize it. The reactants are: B(Cl)(Cl)Cl.C([O:12][N:13]1[C:19](=[O:20])[N:18]2[CH2:21][C@H:14]1[CH2:15][CH2:16][C@H:17]2[C:22]1[O:26][N:25]=[CH:24][N:23]=1)C1C=CC=CC=1. (2) Given the product [Cl:1][C:2]1[CH:7]=[C:6]([C:23]2[C:28]([CH3:29])=[CH:27][CH:26]=[CH:25][N:24]=2)[CH:5]=[CH:4][C:3]=1[CH2:17][C:18]([O:20][CH3:21])=[O:19], predict the reactants needed to synthesize it. The reactants are: [Cl:1][C:2]1[CH:7]=[C:6](B2OC(C)(C)C(C)(C)O2)[CH:5]=[CH:4][C:3]=1[CH2:17][C:18]([O:20][CH3:21])=[O:19].Br[C:23]1[C:28]([CH3:29])=[CH:27][CH:26]=[CH:25][N:24]=1. (3) The reactants are: [NH2:1][C:2]1[CH:15]=[CH:14][C:13]2[C:12](=[O:16])[C:11]3[C:6](=[CH:7][C:8]([NH2:17])=[CH:9][CH:10]=3)[C:5](=[O:18])[C:4]=2[CH:3]=1.N1[CH:24]=[CH:23][CH:22]=[CH:21]C=1.[CH:25]1([C:28](Cl)=[O:29])[CH2:27][CH2:26]1.CN(C)C=[O:34]. Given the product [CH:15]1[C:2]([NH:1][C:28]([CH:25]2[CH2:27][CH2:26]2)=[O:29])=[CH:3][C:4]2[C:5]([C:6]3[CH:7]=[C:8]([NH:17][C:24]([CH:23]4[CH2:22][CH2:21]4)=[O:34])[CH:9]=[CH:10][C:11]=3[C:12](=[O:16])[C:13]=2[CH:14]=1)=[O:18], predict the reactants needed to synthesize it. (4) Given the product [Cl:25][C:11]1[C:10]2[C:5](=[CH:6][CH:7]=[CH:8][CH:9]=2)[N:4]=[C:3]([CH2:2][Cl:1])[N:12]=1, predict the reactants needed to synthesize it. The reactants are: [Cl:1][CH2:2][C:3]1[NH:12][C:11](=O)[C:10]2[C:5](=[CH:6][CH:7]=[CH:8][CH:9]=2)[N:4]=1.CCN(C(C)C)C(C)C.O=P(Cl)(Cl)[Cl:25]. (5) Given the product [Cl:1][C:2]1[CH:7]=[CH:6][C:5]([C:8]2[C:32]3[CH2:31][CH2:30][C:29]4[C:34](=[CH:35][N:27]([C:21]5[CH:22]=[CH:23][CH:24]=[CH:25][CH:26]=5)[N:28]=4)[C:12]=3[C:11]([C:15]([O:17][CH3:18])=[O:16])=[C:10]([S:19][CH3:20])[CH:9]=2)=[CH:4][CH:3]=1, predict the reactants needed to synthesize it. The reactants are: [Cl:1][C:2]1[CH:7]=[CH:6][C:5]([C:8]2O[C:12](=O)[C:11]([C:15]([O:17][CH3:18])=[O:16])=[C:10]([S:19][CH3:20])[CH:9]=2)=[CH:4][CH:3]=1.[C:21]1([N:27]2[CH:35]=[C:34]3[C:29]([CH2:30][CH2:31][CH2:32]C3=O)=[N:28]2)[CH:26]=[CH:25][CH:24]=[CH:23][CH:22]=1.[OH-].[K+].Cl.